Dataset: Catalyst prediction with 721,799 reactions and 888 catalyst types from USPTO. Task: Predict which catalyst facilitates the given reaction. (1) Reactant: [H-].[H-].[H-].[H-].[Li+].[Al+3].[CH2:7](/[C:9](=[CH:12]\[C:13]1[CH:18]=[CH:17][C:16]([CH3:19])=[CH:15][CH:14]=1)/[CH:10]=[O:11])[CH3:8]. Product: [CH2:7](/[C:9](=[CH:12]\[C:13]1[CH:18]=[CH:17][C:16]([CH3:19])=[CH:15][CH:14]=1)/[CH2:10][OH:11])[CH3:8]. The catalyst class is: 27. (2) Reactant: [CH2:1]([N:3]([CH2:18][CH3:19])[C:4]1[CH:13]=[C:12]2[C:7]([CH:8]=[C:9]([C:15](=[S:17])[NH2:16])[C:10](=[O:14])[O:11]2)=[CH:6][CH:5]=1)[CH3:2].Br[CH:21]([C:30]1[CH:35]=[CH:34][CH:33]=[CH:32][CH:31]=1)[C:22]([C:24]1[CH:29]=[CH:28][CH:27]=[CH:26][CH:25]=1)=O. Product: [CH2:18]([N:3]([CH2:1][CH3:2])[C:4]1[CH:13]=[C:12]2[C:7]([CH:8]=[C:9]([C:15]3[S:17][C:22]([C:24]4[CH:29]=[CH:28][CH:27]=[CH:26][CH:25]=4)=[C:21]([C:30]4[CH:35]=[CH:34][CH:33]=[CH:32][CH:31]=4)[N:16]=3)[C:10](=[O:14])[O:11]2)=[CH:6][CH:5]=1)[CH3:19]. The catalyst class is: 8.